From a dataset of M1 muscarinic receptor agonist screen with 61,833 compounds. Binary Classification. Given a drug SMILES string, predict its activity (active/inactive) in a high-throughput screening assay against a specified biological target. (1) The result is 1 (active). The compound is S(=O)(=O)(NCCOCC(F)(F)C(F)F)c1cc2c3c(oc2cc1)cccc3. (2) The drug is O=C(N(Cc1ccccc1)CC(=O)NCc1occc1)CCC(=O)Nc1ncccc1. The result is 0 (inactive). (3) The compound is Brc1cc2c(N(C(C2)C)C(=O)C)c(S(=O)(=O)N2CCN(CC2)c2ncccc2)c1. The result is 0 (inactive). (4) The molecule is o1nc(cc1C1CC1)C(=O)Nc1c(CC)cccc1. The result is 0 (inactive). (5) The result is 0 (inactive). The drug is O=C(Nc1c2c([nH]c1C(OCC)=O)cccc2)CC(C)C.